The task is: Binary Classification. Given two protein amino acid sequences, predict whether they physically interact or not.. This data is from Human Reference Interactome with 51,813 positive PPI pairs across 8,248 proteins, plus equal number of experimentally-validated negative pairs. (1) Protein 1 (ENSG00000124641) has sequence MGVTCVSQMPVAEGKSVQQTVELLTRKLEMLGAEKQGTFCVDCETYHTAASTLGSQGQTGKLMYVMHNSEYPLSCFALFENGPCLIADTNFDVLMVKLKGFFQSAKASKIETRGTRYQYCDFLVKVGTVTMGPSARGISVEVEYGPCVVASDCWSLLLEFLQSFLGSHTPGAPAVFGNRHDAVYGPADTMVQYMELFNKIRKQQQVPVAGIR*MGVTCVSQMPVAEGKSVQQTVELLTRKLEMLGAEKQGTFCVDCETYHTAASTLGSQGQTGKLMYVMHNSEYPLSCFALFENGPCLIA.... Protein 2 (ENSG00000188643) has sequence MSDCYTELEKAVIVLVENFYKYVSKYSLVKNKISKSSFREMLQKELNHMLSDTGNRKAADKLIQNLDANHDGRISFDEYWTLIGGITGPIAKLIHEQEQQSSS*. Result: 0 (the proteins do not interact). (2) Protein 1 (ENSG00000258436) has sequence MIIMVIIFLVLLFWENEVNDEAVMSTLEHLHVDYPQNDVPVPARYCNHMIIQRVIREPDHTCKKEHVFIHERPRKINGICISPKKVACQNLSAIFCFQSETKFKMTVCQLIEGTRYPACRYHYSPTEGFVLVTCDDLRPDSFLGYVK*. Protein 2 (ENSG00000099994) has sequence MKPALLPWALLLLATALGPGPGPTADAQESCSMRCGALDGPCSCHPTCSGLGTCCLDFRDFCLEILPYSGSMMGGKDFVVRHFKMSSPTDASVICRFKDSIQTLGHVDSSGQVHCVSPLLYESGRIPFTVSLDNGHSFPRAGTWLAVHPNKVSMMEKSELVNETRWQYYGTANTSGNLSLTWHVKSLPTQTITIELWGYEETGMPYSQEWTAKWSYLYPLATHIPNSGSFTFTPKPAPPSYQRWRVGALRIIDSKNYAGQKDVQALWTNDHALAWHLSDDFREDPVAWARTQCQAWEELE.... Result: 0 (the proteins do not interact). (3) Protein 1 (ENSG00000153767) has sequence MADPDVLTEVPAALKRLAKYVIRGFYGIEHALALDILIRNSCVKEEDMLELLKFDRKQLRSVLNNLKGDKFIKCRMRVETAADGKTTRHNYYFINYRTLVNVVKYKLDHMRRRIETDERDSTNRASFKCPVCSSTFTDLEANQLFDPMTGTFRCTFCHTEVEEDESAMPKKDARTLLARFNEQIEPIYALLRETEDVNLAYEILEPEPTEIPALKQSKDHAATTAGAASLAGGHHREAWATKGPSYEDLYTQNVVINMDDQEDLHRASLEGKSAKERPIWLRESTVQGAYGSEDMKEGGI.... Protein 2 (ENSG00000167139) has sequence MTTLSPENSLSARQSASFILVKRKPPIDKTEWDSFFDESGHLAKSRDFICVNILERGLHPFVRTEAWKFLTGYFSWQSSQDERLTVDSMRRKNYKALCQMYEKIQPLLENLHRNFTETRNNIARDIQKIYDKDPLGNVLIDKKRLEKILLLSYVCNTQAEYQQGFHEMMMLFQLMVEHDHETFWLFQFFLQKTEHSCVINIGVAKNLDMLSTLITFLDPVFAEHLKGKGAGAVQSLFPWFCFCFQRAFKSFDDVWRLWEVLLTGKPCRNFQVLVAYSMLQMVREQVLQESMGGDDILLAC.... Result: 1 (the proteins interact). (4) Protein 1 (ENSG00000167625) has sequence MAEVVAEVAEMPTQMSPGAVEMSTPMSAEMMEMSTEVTEMTPGEALASSLFFQHHQFMCSECGSLYNTLEEVLSHQEQHMLAVSEEEALTTQNVGLEPELVPGAEGPFQCGECSQLILSPGELLAHQDAHLRESANQIQYQCWDCQELFPSPELWVAHRKAQHLSATVAEPPVPPPLPPPTPLPPPSPPSEVKMEPYECPECSTLCATPEEFLEHQGTHFDSLEKEERNGLEEEEEDDEEDEEDDEEMEDEEAMAEVGDDAVGGDESTAGWAQGCGDCPQHQPSAGARRQHRRTAHSPAS.... Protein 2 (ENSG00000168078) has sequence MEGISNFKTPSKLSEKKKSVLCSTPTINIPASPFMQKLGFGTGVNVYLMKRSPRGLSHSPWAVKKINPICNDHYRSVYQKRLMDEAKILKSLHHPNIVGYRAFTEANDGSLCLAMEYGGEKSLNDLIEERYKASQDPFPAAIILKVALNMARGLKYLHQEKKLLHGDIKSSNVVIKGDFETIKICDVGVSLPLDENMTVTDPEACYIGTEPWKPKEAVEENGVITDKADIFAFGLTLWEMMTLSIPHINLSNDDDDEDKTFDESDFDDEAYYAALGTRPPINMEELDESYQKVIELFSVC.... Result: 1 (the proteins interact).